From a dataset of Full USPTO retrosynthesis dataset with 1.9M reactions from patents (1976-2016). Predict the reactants needed to synthesize the given product. Given the product [CH:9]1([CH2:8][NH:7][C:5]2[N:4]([CH2:12][CH:13]([CH3:15])[CH3:14])[N:3]=[C:2]([NH:23][C:22]3[CH:24]=[CH:25][C:26]([N:27]4[CH:31]=[C:30]([CH3:32])[N:29]=[CH:28]4)=[C:20]([O:19][CH3:18])[CH:21]=3)[N:6]=2)[CH2:11][CH2:10]1, predict the reactants needed to synthesize it. The reactants are: Br[C:2]1[N:6]=[C:5]([NH:7][CH2:8][CH:9]2[CH2:11][CH2:10]2)[N:4]([CH2:12][CH:13]([CH3:15])[CH3:14])[N:3]=1.Cl.Cl.[CH3:18][O:19][C:20]1[CH:21]=[C:22]([CH:24]=[CH:25][C:26]=1[N:27]1[CH:31]=[C:30]([CH3:32])[N:29]=[CH:28]1)[NH2:23].C(=O)([O-])[O-].[Cs+].[Cs+].CC1(C)C2C(=C(P(C3C=CC=CC=3)C3C=CC=CC=3)C=CC=2)OC2C(P(C3C=CC=CC=3)C3C=CC=CC=3)=CC=CC1=2.